This data is from Catalyst prediction with 721,799 reactions and 888 catalyst types from USPTO. The task is: Predict which catalyst facilitates the given reaction. (1) Reactant: [NH2:1][C:2]1[CH:3]=[CH:4][C:5]([O:19][CH2:20][CH2:21][CH3:22])=[C:6]([C:8]2[NH:13][C:12](=[O:14])[C:11]([CH2:15][CH3:16])=[C:10]([CH2:17][CH3:18])[N:9]=2)[CH:7]=1.C([O-])=O.[NH4+].[C:27](#N)[CH3:28]. Product: [CH2:15]([C:11]1[C:12](=[O:14])[NH:13][C:8]([C:6]2[CH:7]=[C:2]([NH:1][CH2:27][CH3:28])[CH:3]=[CH:4][C:5]=2[O:19][CH2:20][CH2:21][CH3:22])=[N:9][C:10]=1[CH2:17][CH3:18])[CH3:16]. The catalyst class is: 45. (2) Reactant: [Br:1][C:2]1[CH:9]=[C:8](F)[C:5]([CH:6]=O)=[C:4]([F:11])[CH:3]=1.C(=O)([O-])[O-].[NH2:16][C:17]([NH2:19])=[NH2+:18].[NH2:16][C:17]([NH2:19])=[NH2+:18]. Product: [Br:1][C:2]1[CH:9]=[C:8]2[C:5]([CH:6]=[N:16][C:17]([NH2:19])=[N:18]2)=[C:4]([F:11])[CH:3]=1. The catalyst class is: 44. (3) Reactant: [CH3:1][C:2]1[CH:7]=[CH:6][N:5]=[C:4]([NH:8][C:9]2[N:14]=[C:13]([C:15]3[S:19][C:18]([N:20]4[CH2:25][CH2:24][CH:23]([C:26]([OH:28])=O)[CH2:22][CH2:21]4)=[N:17][CH:16]=3)[CH:12]=[CH:11][CH:10]=2)[CH:3]=1.F[P-](F)(F)(F)(F)F.[NH:36]1C2C=CC=C(O[P+](N3CCCC3)(N3CCCC3)N3CCCC3)C=2N=N1.C(N(C(C)C)CC)(C)C.[Cl-].[NH4+].C(=O)(O)[O-].[Na+]. Product: [CH3:1][C:2]1[CH:7]=[CH:6][N:5]=[C:4]([NH:8][C:9]2[N:14]=[C:13]([C:15]3[S:19][C:18]([N:20]4[CH2:21][CH2:22][CH:23]([C:26]([NH2:36])=[O:28])[CH2:24][CH2:25]4)=[N:17][CH:16]=3)[CH:12]=[CH:11][CH:10]=2)[CH:3]=1. The catalyst class is: 9. (4) Reactant: [Cl:1][C:2]1[CH:32]=[CH:31][C:5]2[O:6][C:7]3[CH:30]=[CH:29][CH:28]=[CH:27][C:8]=3[C:9]3([CH2:15][CH2:14][CH:13]([N:16]4[CH2:21][CH2:20][CH:19]([C:22]([O:24]CC)=[O:23])[CH2:18][CH2:17]4)[CH2:12]3)[C:10](=[O:11])[C:4]=2[CH:3]=1.[OH-].[K+]. Product: [Cl:1][C:2]1[CH:32]=[CH:31][C:5]2[O:6][C:7]3[CH:30]=[CH:29][CH:28]=[CH:27][C:8]=3[C:9]3([CH2:15][CH2:14][CH:13]([N:16]4[CH2:21][CH2:20][CH:19]([C:22]([OH:24])=[O:23])[CH2:18][CH2:17]4)[CH2:12]3)[C:10](=[O:11])[C:4]=2[CH:3]=1. The catalyst class is: 88. (5) Reactant: [F:1][CH:2]([F:5])[CH2:3]Cl.[CH2:6]([NH2:13])[C:7]1[CH:12]=[CH:11][CH:10]=[CH:9][CH:8]=1.Cl. Product: [CH2:6]([NH:13][CH2:3][CH:2]([F:5])[F:1])[C:7]1[CH:12]=[CH:11][CH:10]=[CH:9][CH:8]=1. The catalyst class is: 60. (6) Reactant: [C:1]([O:9][C@@:10]12[O:16][C@@H:11]1[CH2:12][CH2:13][CH2:14][CH2:15]2)(=[O:8])[C:2]1[CH:7]=[CH:6][CH:5]=[CH:4][CH:3]=1.CC1C=CC(S(O)(=O)=O)=CC=1. Product: [C:1]([O:9][C@@H:10]1[CH2:15][CH2:14][CH2:13][CH2:12][C:11]1=[O:16])(=[O:8])[C:2]1[CH:3]=[CH:4][CH:5]=[CH:6][CH:7]=1. The catalyst class is: 463.